From a dataset of Forward reaction prediction with 1.9M reactions from USPTO patents (1976-2016). Predict the product of the given reaction. (1) Given the reactants [Br:1][C:2]1[CH:3]=[N:4][C:5]2[N:6]([N:8]=[C:9]([C:11]([OH:13])=O)[CH:10]=2)[CH:7]=1.[CH3:14][N:15]1[C:24]2[C:19](=[CH:20][CH:21]=[C:22]([CH3:25])[CH:23]=2)[CH2:18][CH2:17][NH:16]1, predict the reaction product. The product is: [Br:1][C:2]1[CH:3]=[N:4][C:5]2[N:6]([N:8]=[C:9]([C:11]([N:16]3[CH2:17][CH2:18][C:19]4[C:24](=[CH:23][C:22]([CH3:25])=[CH:21][CH:20]=4)[N:15]3[CH3:14])=[O:13])[CH:10]=2)[CH:7]=1. (2) Given the reactants [NH2:1][CH:2]([C:4]1[C:9]([F:10])=[CH:8][C:7]([NH:11][S:12]([CH3:15])(=[O:14])=[O:13])=[C:6]([CH3:16])[CH:5]=1)[CH3:3].[CH3:17][O:18][C:19]1[CH:20]=[C:21]2[C:26](=[CH:27][CH:28]=1)[CH2:25][CH:24]([C:29](O)=[O:30])[CH2:23][CH2:22]2.F[P-](F)(F)(F)(F)F.C[N+](C)=C(N(C)C)ON1C2N=CC=CC=2N=N1.C(N(CC)C(C)C)(C)C.C([O-])(O)=O.[Na+], predict the reaction product. The product is: [F:10][C:9]1[CH:8]=[C:7]([NH:11][S:12]([CH3:15])(=[O:14])=[O:13])[C:6]([CH3:16])=[CH:5][C:4]=1[CH:2]([NH:1][C:29]([CH:24]1[CH2:23][CH2:22][C:21]2[C:26](=[CH:27][CH:28]=[C:19]([O:18][CH3:17])[CH:20]=2)[CH2:25]1)=[O:30])[CH3:3]. (3) Given the reactants [CH3:1][O:2][C:3](=[O:15])[C:4]1[CH:9]=[C:8]([OH:10])[CH:7]=[C:6]([O:11][CH2:12][CH:13]=[CH2:14])[CH:5]=1.O[C:17]1C=C(C=C(O)C=1)C(OC)=O.C(=O)([O-])[O-].[K+].[K+].BrCC(C)=C, predict the reaction product. The product is: [CH3:1][O:2][C:3](=[O:15])[C:4]1[CH:5]=[C:6]([O:11][CH2:12][C:13]([CH3:17])=[CH2:14])[CH:7]=[C:8]([OH:10])[CH:9]=1.